Dataset: Reaction yield outcomes from USPTO patents with 853,638 reactions. Task: Predict the reaction yield, written as a fraction of the theoretical maximum amount of product (1.0 means a 100% yield; for example, 0.34 means a 34% yield). (1) The reactants are [OH:1][C:2]1[CH:3]=[CH:4][C:5]([C:8]([OH:10])=[O:9])=[N:6][CH:7]=1.S(Cl)([Cl:13])=O.[CH3:15]O. The product is [ClH:13].[OH:1][C:2]1[CH:3]=[CH:4][C:5]([C:8]([O:10][CH3:15])=[O:9])=[N:6][CH:7]=1. The yield is 1.00. No catalyst specified. (2) The catalyst is CN(C=O)C. The reactants are [F:1][C:2]1[C:7]([CH3:8])=[CH:6][C:5]([OH:9])=[C:4]([CH3:10])[C:3]=1[NH:11][CH2:12][C:13]1[CH:18]=[C:17]([C:19]2[CH:24]=[CH:23][CH:22]=[C:21]([F:25])[CH:20]=2)[CH:16]=[CH:15][C:14]=1[F:26].C([O-])([O-])=O.[Cs+].[Cs+].Br[CH2:34][C:35]([O:37][CH:38]([CH3:40])[CH3:39])=[O:36].O. The product is [F:1][C:2]1[C:7]([CH3:8])=[CH:6][C:5]([O:9][CH2:34][C:35]([O:37][CH:38]([CH3:40])[CH3:39])=[O:36])=[C:4]([CH3:10])[C:3]=1[NH:11][CH2:12][C:13]1[CH:18]=[C:17]([C:19]2[CH:24]=[CH:23][CH:22]=[C:21]([F:25])[CH:20]=2)[CH:16]=[CH:15][C:14]=1[F:26]. The yield is 0.800. (3) The reactants are C(O1C[CH2:11][CH2:10][CH:9]([C:13]2[N:17]([CH3:18])[N:16]=[CH:15][C:14]=2[C:19]2[CH:20]=[C:21]3[C:30](=[CH:31][CH:32]=2)[C:29]2[N:25]([CH:26]=[C:27]([C:33]4[N:37]([CH:38]([CH3:40])[CH3:39])[N:36]=[C:35]([CH3:41])[N:34]=4)[N:28]=2)[CH2:24][CH2:23][O:22]3)[CH2:8][NH:7][C:6]1=O)(C)(C)C.Cl.C([O-])([O-])=O.[K+].[K+]. The catalyst is CO. The product is [CH3:41][C:35]1[N:34]=[C:33]([C:27]2[N:28]=[C:29]3[N:25]([CH:26]=2)[CH2:24][CH2:23][O:22][C:21]2[C:30]3=[CH:31][CH:32]=[C:19]([C:14]3[CH:15]=[N:16][N:17]([CH3:18])[C:13]=3[CH:9]3[CH2:10][CH2:11][CH2:6][NH:7][CH2:8]3)[CH:20]=2)[N:37]([CH:38]([CH3:39])[CH3:40])[N:36]=1. The yield is 0.720. (4) The reactants are [F:1][C:2]1[CH:7]=[CH:6][CH:5]=[C:4]([F:8])[C:3]=1[N:9]1[C:14]2[N:15]=[C:16](S(C)=O)[N:17]=[C:18]([C:19]3[CH:20]=[C:21]([CH:28]=[CH:29][C:30]=3[CH3:31])[C:22]([NH:24][CH:25]([CH3:27])[CH3:26])=[O:23])[C:13]=2[CH2:12][NH:11][C:10]1=[O:35].Cl.Cl.[NH:38]1[CH:42]=[CH:41][N:40]=[C:39]1[CH2:43][NH2:44].C(N(CC)C(C)C)(C)C. The catalyst is C1COCC1. The product is [F:1][C:2]1[CH:7]=[CH:6][CH:5]=[C:4]([F:8])[C:3]=1[N:9]1[C:14]2[N:15]=[C:16]([NH:44][CH2:43][C:39]3[NH:38][CH:42]=[CH:41][N:40]=3)[N:17]=[C:18]([C:19]3[CH:20]=[C:21]([CH:28]=[CH:29][C:30]=3[CH3:31])[C:22]([NH:24][CH:25]([CH3:27])[CH3:26])=[O:23])[C:13]=2[CH2:12][NH:11][C:10]1=[O:35]. The yield is 0.330. (5) The product is [NH2:1][C:2]1[C:10]2[C:5](=[CH:6][CH:7]=[C:8]([CH:11]3[C:16]([C:17]#[N:18])=[C:15]([CH3:19])[NH:14][C:13]([CH3:20])=[C:12]3[C:21]#[N:22])[CH:9]=2)[N:4]([C:35]([O:34][C:30]([CH3:33])([CH3:32])[CH3:31])=[O:36])[N:3]=1. The yield is 0.660. The catalyst is C1COCC1. The reactants are [NH2:1][C:2]1[C:10]2[C:5](=[CH:6][CH:7]=[C:8]([CH:11]3[C:16]([C:17]#[N:18])=[C:15]([CH3:19])[NH:14][C:13]([CH3:20])=[C:12]3[C:21]#[N:22])[CH:9]=2)[NH:4][N:3]=1.C(N(CC)CC)C.[C:30]([O:34][C:35](O[C:35]([O:34][C:30]([CH3:33])([CH3:32])[CH3:31])=[O:36])=[O:36])([CH3:33])([CH3:32])[CH3:31]. (6) The reactants are N[CH2:2][C:3]([O:5][CH2:6][CH3:7])=[O:4].[N:8]([O-:10])=O.[Na+].[ClH:12]. The catalyst is O. The product is [Cl:12]/[C:2](=[N:8]\[OH:10])/[C:3]([O:5][CH2:6][CH3:7])=[O:4]. The yield is 0.421. (7) The reactants are CS(O[CH2:6][CH2:7][CH2:8][C:9]1[N:13]([C:14]2[CH:19]=[CH:18][C:17]([C:20]([NH:22][CH2:23][CH3:24])=[O:21])=[CH:16][CH:15]=2)[N:12]=[N:11][C:10]=1[C:25]([NH:27][CH:28]1[CH2:30][CH2:29]1)=[O:26])(=O)=O.[H-].[Na+]. The catalyst is CN(C=O)C.O. The product is [CH:28]1([N:27]2[CH2:6][CH2:7][CH2:8][C:9]3[N:13]([C:14]4[CH:15]=[CH:16][C:17]([C:20]([NH:22][CH2:23][CH3:24])=[O:21])=[CH:18][CH:19]=4)[N:12]=[N:11][C:10]=3[C:25]2=[O:26])[CH2:29][CH2:30]1. The yield is 0.501.